The task is: Predict which catalyst facilitates the given reaction.. This data is from Catalyst prediction with 721,799 reactions and 888 catalyst types from USPTO. (1) Reactant: [Cl:1][C:2]1[CH:7]=[CH:6][C:5]([O:8][C:9]2[CH:14]=[CH:13][C:12]([CH2:15][CH2:16]I)=[CH:11][CH:10]=2)=[CH:4][C:3]=1[C:18]([F:21])([F:20])[F:19].[CH3:22][O:23][C:24]1[N:29]=[CH:28][C:27]([CH2:30][C:31]2[C:32](=[O:38])[NH:33][C:34](=[S:37])[NH:35][CH:36]=2)=[CH:26][N:25]=1.C([O-])([O-])=O.[K+].[K+]. Product: [Cl:1][C:2]1[CH:7]=[CH:6][C:5]([O:8][C:9]2[CH:14]=[CH:13][C:12]([CH2:15][CH2:16][S:37][C:34]3[NH:35][CH:36]=[C:31]([CH2:30][C:27]4[CH:28]=[N:29][C:24]([O:23][CH3:22])=[N:25][CH:26]=4)[C:32](=[O:38])[N:33]=3)=[CH:11][CH:10]=2)=[CH:4][C:3]=1[C:18]([F:21])([F:20])[F:19]. The catalyst class is: 3. (2) Reactant: [Cl-].[In+3].[Cl-].[Cl-].FC(F)(F)C(O)=O.[Cl:12][C:13]1[CH:18]=[CH:17][C:16]([CH:19](O)[CH:20]2[CH2:22][CH:21]2[C:23]#[N:24])=[C:15]([O:26][CH3:27])[CH:14]=1.[CH3:28][S:29]([CH2:32][C:33]1[CH:34]=[CH:35][CH:36]=[C:37]2[C:41]=1[NH:40][CH:39]=[CH:38]2)(=[O:31])=[O:30].[Cl-].[NH4+]. Product: [Cl:12][C:13]1[CH:18]=[CH:17][C:16]([CH:19]([C:38]2[C:37]3[C:41](=[C:33]([CH2:32][S:29]([CH3:28])(=[O:31])=[O:30])[CH:34]=[CH:35][CH:36]=3)[NH:40][CH:39]=2)[CH:20]2[CH2:22][CH:21]2[C:23]#[N:24])=[C:15]([O:26][CH3:27])[CH:14]=1. The catalyst class is: 26. (3) Reactant: [CH2:1]([C:19]([CH2:21][CH2:22][CH2:23][CH2:24][CH2:25][CH2:26][CH2:27][CH2:28]/[CH:29]=[CH:30]\[CH2:31]/[CH:32]=[CH:33]\[CH2:34][CH2:35][CH2:36][CH2:37][CH3:38])=[O:20])[CH2:2][CH2:3][CH2:4][CH2:5][CH2:6][CH2:7][CH2:8]/[CH:9]=[CH:10]\[CH2:11]/[CH:12]=[CH:13]\[CH2:14][CH2:15][CH2:16][CH2:17][CH3:18].[CH2:39](O)[CH:40]([OH:46])[CH2:41][CH2:42][CH2:43][CH2:44][OH:45].C1(C)C=CC(S([O-])(=O)=O)=CC=1.[NH+]1C=CC=CC=1. Product: [CH2:1]([C:19]1([CH2:21][CH2:22][CH2:23][CH2:24][CH2:25][CH2:26][CH2:27][CH2:28]/[CH:29]=[CH:30]\[CH2:31]/[CH:32]=[CH:33]\[CH2:34][CH2:35][CH2:36][CH2:37][CH3:38])[O:46][CH:40]([CH2:41][CH2:42][CH2:43][CH2:44][OH:45])[CH2:39][O:20]1)[CH2:2][CH2:3][CH2:4][CH2:5][CH2:6][CH2:7][CH2:8]/[CH:9]=[CH:10]\[CH2:11]/[CH:12]=[CH:13]\[CH2:14][CH2:15][CH2:16][CH2:17][CH3:18]. The catalyst class is: 11. (4) Reactant: [C:1]([C:3]1[S:7][C:6]([C:8]2[CH:16]=[CH:15][C:11]([C:12]([OH:14])=O)=[C:10]([F:17])[CH:9]=2)=[CH:5][CH:4]=1)#[N:2].CCN=C=NCCCN(C)C.Cl.C1C=CC2N(O)N=NC=2C=1.CCN(C(C)C)C(C)C.[NH:49]1[CH2:53][CH2:52][CH2:51][C@H:50]1[CH2:54][N:55]1[CH2:59][CH2:58][CH2:57][CH2:56]1. Product: [F:17][C:10]1[CH:9]=[C:8]([C:6]2[S:7][C:3]([C:1]#[N:2])=[CH:4][CH:5]=2)[CH:16]=[CH:15][C:11]=1[C:12]([N:49]1[CH2:53][CH2:52][CH2:51][CH:50]1[CH2:54][N:55]1[CH2:59][CH2:58][CH2:57][CH2:56]1)=[O:14]. The catalyst class is: 3. (5) Reactant: [Br:1][C:2]1[CH:10]=[CH:9][C:5]2[CH2:6]S[CH2:8][C:4]=2[CH:3]=1.O[O:12][S:13]([O-:15])=O.[K+].S(=O)(O)[O-].[Na+].C([O-])(O)=O.[Na+]. Product: [Br:1][C:2]1[CH:10]=[CH:9][C:5]2[CH2:6][S:13](=[O:15])(=[O:12])[CH2:8][C:4]=2[CH:3]=1. The catalyst class is: 5.